Task: Predict the reactants needed to synthesize the given product.. Dataset: Full USPTO retrosynthesis dataset with 1.9M reactions from patents (1976-2016) (1) Given the product [CH3:37][N:35]([CH3:36])[CH2:34][CH2:33][O:32][C:28]1[CH:27]=[C:26]([NH:25][C:21]2[N:20]=[C:19]([C:18]3[C:8]([C:4]4[CH:3]=[C:2]([NH:1][C:51]([C:50]5([C:43]6[CH:48]=[CH:47][CH:46]=[CH:45][CH:44]=6)[CH2:49][CH2:53]5)=[O:52])[CH:7]=[CH:6][CH:5]=4)=[N:9][N:10]4[CH:15]=[C:14]([O:16][CH3:17])[CH:13]=[CH:12][C:11]=34)[CH:24]=[CH:23][N:22]=2)[CH:31]=[CH:30][CH:29]=1, predict the reactants needed to synthesize it. The reactants are: [NH2:1][C:2]1[CH:3]=[C:4]([C:8]2[C:18]([C:19]3[CH:24]=[CH:23][N:22]=[C:21]([NH:25][C:26]4[CH:31]=[CH:30][CH:29]=[C:28]([O:32][CH2:33][CH2:34][N:35]([CH3:37])[CH3:36])[CH:27]=4)[N:20]=3)=[C:11]3[CH:12]=[CH:13][C:14]([O:16][CH3:17])=[CH:15][N:10]3[N:9]=2)[CH:5]=[CH:6][CH:7]=1.N([C@@H]([C:43]1[CH:48]=[CH:47][CH:46]=[CH:45][CH:44]=1)C)=C=O.[CH2:49]1[CH2:53][O:52][CH2:51][CH2:50]1. (2) Given the product [CH2:1]([O:8][C:9]([N:11]1[CH2:15][CH2:14][CH2:13][C@H:12]1[C:16](=[O:33])[NH:17][C:18]1[CH:19]=[C:20]([C:35]2[CH:40]=[CH:39][CH:38]=[C:37]([N+:41]([O-:43])=[O:42])[CH:36]=2)[CH:21]=[CH:22][CH:23]=1)=[O:10])[C:2]1[CH:3]=[CH:4][CH:5]=[CH:6][CH:7]=1, predict the reactants needed to synthesize it. The reactants are: [CH2:1]([O:8][C:9]([N:11]1[CH2:15][CH2:14][CH2:13][C@H:12]1[C:16](=[O:33])[NH:17][C:18]1[CH:23]=[CH:22][CH:21]=[C:20](B2OC(C)(C)C(C)(C)O2)[CH:19]=1)=[O:10])[C:2]1[CH:7]=[CH:6][CH:5]=[CH:4][CH:3]=1.Br[C:35]1[CH:40]=[CH:39][CH:38]=[C:37]([N+:41]([O-:43])=[O:42])[CH:36]=1.CN(C=O)C. (3) Given the product [CH3:5][N:6]([O:22][CH3:23])[C:7]([N:9]([CH2:3][CH:2]=[CH2:1])[C:10]([C:12]1[CH:13]=[N:14][CH:15]=[CH:16][C:17]=1[C:18]([F:19])([F:20])[F:21])=[O:11])=[O:8], predict the reactants needed to synthesize it. The reactants are: [CH2:1](Br)[CH:2]=[CH2:3].[CH3:5][N:6]([O:22][CH3:23])[C:7]([NH:9][C:10]([C:12]1[CH:13]=[N:14][CH:15]=[CH:16][C:17]=1[C:18]([F:21])([F:20])[F:19])=[O:11])=[O:8].C(=O)([O-])[O-].[K+].[K+].C(OCC)(=O)C. (4) Given the product [O:16]=[C:17]([C:19]1[S:20][CH:21]=[CH:22][CH:23]=1)[CH2:11][C:12]#[N:13], predict the reactants needed to synthesize it. The reactants are: C1COCC1.C([Li])CCC.[CH3:11][C:12]#[N:13].C([O:16][C:17]([C:19]1[S:20][CH:21]=[CH:22][CH:23]=1)=O)C.